This data is from Catalyst prediction with 721,799 reactions and 888 catalyst types from USPTO. The task is: Predict which catalyst facilitates the given reaction. Reactant: [F:1][CH:2]([F:15])[O:3][C@H:4]([CH3:14])[C@H:5]([NH:9][C:10]([O:12][CH3:13])=[O:11])[C:6]([OH:8])=O.[NH:16]1[CH2:20][CH2:19][CH2:18][C@H:17]1[C:21]1[NH:22][C:23]([C:26]2[CH:35]=[CH:34][C:33]3[C:28](=[CH:29][CH:30]=[C:31]([B:36]4[O:40][C:39]([CH3:42])([CH3:41])[C:38]([CH3:44])([CH3:43])[O:37]4)[CH:32]=3)[CH:27]=2)=[CH:24][N:25]=1.CN(C(ON1N=NC2C=CC=NC1=2)=[N+](C)C)C.F[P-](F)(F)(F)(F)F.C(N(C(C)C)CC)(C)C. Product: [F:15][CH:2]([F:1])[O:3][C@H:4]([CH3:14])[C@H:5]([NH:9][C:10](=[O:11])[O:12][CH3:13])[C:6](=[O:8])[N:16]1[CH2:20][CH2:19][CH2:18][C@H:17]1[C:21]1[NH:22][C:23]([C:26]2[CH:35]=[CH:34][C:33]3[C:28](=[CH:29][CH:30]=[C:31]([B:36]4[O:40][C:39]([CH3:42])([CH3:41])[C:38]([CH3:44])([CH3:43])[O:37]4)[CH:32]=3)[CH:27]=2)=[CH:24][N:25]=1. The catalyst class is: 42.